From a dataset of Catalyst prediction with 721,799 reactions and 888 catalyst types from USPTO. Predict which catalyst facilitates the given reaction. (1) Reactant: [CH:1]1([CH:5]=O)[CH2:4][CH2:3][CH2:2]1.[NH2:7][C:8]1[CH:13]=[CH:12][CH:11]=[CH:10][CH:9]=1.P(O)(OC1C=CC=CC=1)(OC1C=CC=CC=1)=O.[CH:31](/[NH:34][C:35](=[O:44])[O:36][CH2:37][C:38]1[CH:43]=[CH:42][CH:41]=[CH:40][CH:39]=1)=[CH:32]\[CH3:33]. Product: [CH:1]1([C@H:5]2[C@H:32]([CH3:33])[C@@H:31]([NH:34][C:35](=[O:44])[O:36][CH2:37][C:38]3[CH:39]=[CH:40][CH:41]=[CH:42][CH:43]=3)[C:13]3[C:8](=[CH:9][CH:10]=[CH:11][CH:12]=3)[NH:7]2)[CH2:2][CH2:3][CH2:4]1. The catalyst class is: 2. (2) Reactant: [F:1][C:2]([F:18])([F:17])[O:3][C:4]1[CH:16]=[CH:15][C:7]([O:8][CH:9]2[CH2:14][CH2:13][NH:12][CH2:11][CH2:10]2)=[CH:6][CH:5]=1.[CH2:19]1[O:21][CH2:20]1. Product: [F:18][C:2]([F:1])([F:17])[O:3][C:4]1[CH:16]=[CH:15][C:7]([O:8][CH:9]2[CH2:10][CH2:11][N:12]([CH2:19][CH2:20][OH:21])[CH2:13][CH2:14]2)=[CH:6][CH:5]=1. The catalyst class is: 4.